From a dataset of Forward reaction prediction with 1.9M reactions from USPTO patents (1976-2016). Predict the product of the given reaction. (1) Given the reactants [C:1]([O:5][C:6]([N:8]1[CH2:13][CH2:12][CH:11]([C:14]([OH:16])=O)[CH2:10][CH2:9]1)=[O:7])([CH3:4])([CH3:3])[CH3:2].Cl.[CH3:18][O:19][NH:20][CH3:21].O.N1(O)C2C=CC=CC=2N=N1.C(N(CC)CC)C, predict the reaction product. The product is: [C:1]([O:5][C:6]([N:8]1[CH2:9][CH2:10][CH:11]([C:14](=[O:16])[N:20]([O:19][CH3:18])[CH3:21])[CH2:12][CH2:13]1)=[O:7])([CH3:2])([CH3:3])[CH3:4]. (2) The product is: [Cl:12][C:5]1[C:6]2[C:11](=[CH:10][CH:9]=[CH:8][CH:7]=2)[C:2]([N:14]2[CH2:15][CH2:16][CH:17]3[CH:22]([CH2:21][CH2:20][CH2:19][CH2:18]3)[CH2:13]2)=[N:3][N:4]=1. Given the reactants Cl[C:2]1[C:11]2[C:6](=[CH:7][CH:8]=[CH:9][CH:10]=2)[C:5]([Cl:12])=[N:4][N:3]=1.[CH2:13]1[CH:22]2[CH:17]([CH2:18][CH2:19][CH2:20][CH2:21]2)[CH2:16][CH2:15][NH:14]1.C(=O)([O-])[O-].[K+].[K+], predict the reaction product. (3) Given the reactants C(OC([N:11]1[CH2:15][CH2:14][CH2:13][CH:12]1[C:16]1[O:17][C:18]2[C:19]([N:24]=1)=[N:20][CH:21]=[CH:22][CH:23]=2)=O)C1C=CC=CC=1, predict the reaction product. The product is: [NH:11]1[CH2:15][CH2:14][CH2:13][CH:12]1[C:16]1[O:17][C:18]2[C:19]([N:24]=1)=[N:20][CH:21]=[CH:22][CH:23]=2.